Dataset: Peptide-MHC class II binding affinity with 134,281 pairs from IEDB. Task: Regression. Given a peptide amino acid sequence and an MHC pseudo amino acid sequence, predict their binding affinity value. This is MHC class II binding data. (1) The peptide sequence is TTEEQKLIEDINVGF. The binding affinity (normalized) is 0. The MHC is HLA-DPA10103-DPB10401 with pseudo-sequence HLA-DPA10103-DPB10401. (2) The peptide sequence is FKVQFLFSSMIDPLI. The MHC is DRB1_0101 with pseudo-sequence DRB1_0101. The binding affinity (normalized) is 1.00. (3) The peptide sequence is NLYIKSIQSLISDTQ. The MHC is H-2-IAb with pseudo-sequence H-2-IAb. The binding affinity (normalized) is 0.335. (4) The peptide sequence is ATPPPPPPPQLGASP. The MHC is DRB1_1302 with pseudo-sequence DRB1_1302. The binding affinity (normalized) is 0. (5) The peptide sequence is ATATATSAVGAPTGA. The MHC is HLA-DPA10103-DPB10201 with pseudo-sequence HLA-DPA10103-DPB10201. The binding affinity (normalized) is 0. (6) The peptide sequence is VFLGSAYGIPKVPPG. The MHC is HLA-DQA10501-DQB10201 with pseudo-sequence HLA-DQA10501-DQB10201. The binding affinity (normalized) is 0.207. (7) The peptide sequence is RICCEPKKTTNAEFT. The MHC is DRB3_0101 with pseudo-sequence DRB3_0101. The binding affinity (normalized) is 0.